Dataset: Catalyst prediction with 721,799 reactions and 888 catalyst types from USPTO. Task: Predict which catalyst facilitates the given reaction. (1) Reactant: [Br:1][C:2]1[C:3]2[N:11]([CH2:12][CH3:13])[C:10]([C:14](=[N:17][OH:18])[C:15]#[N:16])=[N:9][C:4]=2[C:5]([Cl:8])=[N:6][CH:7]=1.C([N:21](CC)CC)C.NO. Product: [Br:1][C:2]1[C:3]2[N:11]([CH2:12][CH3:13])[C:10]([C:14]3[C:15]([NH2:21])=[N:16][O:18][N:17]=3)=[N:9][C:4]=2[C:5]([Cl:8])=[N:6][CH:7]=1. The catalyst class is: 169. (2) Reactant: [H-].[Na+].[Cl:3][C:4]1[C:9]([OH:10])=[CH:8][CH:7]=[CH:6][C:5]=1[C:11]([F:14])([F:13])[F:12].[CH3:15][O:16][CH2:17]Cl.[Cl-].[Na+]. Product: [Cl:3][C:4]1[C:5]([C:11]([F:12])([F:13])[F:14])=[CH:6][CH:7]=[CH:8][C:9]=1[O:10][CH2:15][O:16][CH3:17]. The catalyst class is: 1.